Dataset: Full USPTO retrosynthesis dataset with 1.9M reactions from patents (1976-2016). Task: Predict the reactants needed to synthesize the given product. (1) The reactants are: [CH2:1]([S:3]([C:6]1[CH:7]=[C:8]2[C:13](=[CH:14][C:15]=1[O:16][CH3:17])[N:12]=[C:11]([C:18]1[CH:23]=[CH:22][CH:21]=[C:20]([C:24]([F:27])([F:26])[F:25])[CH:19]=1)[C:10]([CH2:28][N:29]1[CH2:34][CH2:33][CH:32]([N:35]3[CH2:40][CH2:39][O:38][CH2:37][CH2:36]3)[CH2:31][CH2:30]1)=[C:9]2[C:41]([OH:43])=O)(=[O:5])=[O:4])[CH3:2].[F:44][C:45]([F:55])([F:54])[C@@H:46]([C:48]1[CH:53]=[CH:52][CH:51]=[CH:50][CH:49]=1)[NH2:47].C(N(CC)C(C)C)(C)C.C(P1(=O)OP(=O)(CCC)OP(=O)(CCC)O1)CC. Given the product [CH2:1]([S:3]([C:6]1[CH:7]=[C:8]2[C:13](=[CH:14][C:15]=1[O:16][CH3:17])[N:12]=[C:11]([C:18]1[CH:23]=[CH:22][CH:21]=[C:20]([C:24]([F:26])([F:27])[F:25])[CH:19]=1)[C:10]([CH2:28][N:29]1[CH2:30][CH2:31][CH:32]([N:35]3[CH2:36][CH2:37][O:38][CH2:39][CH2:40]3)[CH2:33][CH2:34]1)=[C:9]2[C:41]([NH:47][C@H:46]([C:48]1[CH:53]=[CH:52][CH:51]=[CH:50][CH:49]=1)[C:45]([F:44])([F:54])[F:55])=[O:43])(=[O:5])=[O:4])[CH3:2], predict the reactants needed to synthesize it. (2) Given the product [C:1]([O:5][C:6]([N:8]1[CH2:12][CH2:11][CH:10]([O:13][C:14]2[CH:21]=[CH:20][C:17]([OH:30])=[CH:16][CH:15]=2)[CH2:9]1)=[O:7])([CH3:4])([CH3:3])[CH3:2], predict the reactants needed to synthesize it. The reactants are: [C:1]([O:5][C:6]([N:8]1[CH2:12][CH2:11][CH:10]([O:13][C:14]2[CH:21]=[CH:20][C:17](C=O)=[CH:16][CH:15]=2)[CH2:9]1)=[O:7])([CH3:4])([CH3:3])[CH3:2].ClC1C=CC=C(C(OO)=[O:30])C=1.C(=O)([O-])O.[Na+].S([O-])([O-])(=O)=S.[Na+].[Na+]. (3) Given the product [CH3:10][C:11]1[N:12]([C:5]([CH3:6])([C:7]#[CH:8])[CH3:9])[CH:13]=[CH:14][N:15]=1, predict the reactants needed to synthesize it. The reactants are: C(O[C:5]([CH3:9])([C:7]#[CH:8])[CH3:6])(=O)C.[CH3:10][C:11]1[NH:12][CH:13]=[CH:14][N:15]=1.C(N(CC)CC)C. (4) Given the product [C:9]([N:6]1[C:7]([Cl:8])=[C:3]([CH2:2][SH:23])[C:4]([C:13]([F:16])([F:15])[F:14])=[N:5]1)([CH3:12])([CH3:11])[CH3:10], predict the reactants needed to synthesize it. The reactants are: Br[CH2:2][C:3]1[C:4]([C:13]([F:16])([F:15])[F:14])=[N:5][N:6]([C:9]([CH3:12])([CH3:11])[CH3:10])[C:7]=1[Cl:8].CN(C)C=O.O.[SH-:23].[Na+].